The task is: Predict which catalyst facilitates the given reaction.. This data is from Catalyst prediction with 721,799 reactions and 888 catalyst types from USPTO. Reactant: [NH:1]1[CH:5]=[N:4][CH:3]=[N:2]1.[Na].[F:7][C:8]1[CH:13]=[C:12]([F:14])[CH:11]=[CH:10][C:9]=1[C:15]1([C:18]([C:20]2[CH:25]=[CH:24][C:23]([I:26])=[CH:22][CH:21]=2)=[CH2:19])[CH2:17][O:16]1. Product: [F:7][C:8]1[CH:13]=[C:12]([F:14])[CH:11]=[CH:10][C:9]=1[C:15]([OH:16])([C:18]([C:20]1[CH:21]=[CH:22][C:23]([I:26])=[CH:24][CH:25]=1)=[CH2:19])[CH2:17][N:1]1[CH:5]=[N:4][CH:3]=[N:2]1. The catalyst class is: 3.